The task is: Predict which catalyst facilitates the given reaction.. This data is from Catalyst prediction with 721,799 reactions and 888 catalyst types from USPTO. (1) Reactant: [OH:1][C:2]1[C:3](=[O:13])[C:4]2[C:9]([C:10](=[O:12])[CH:11]=1)=[CH:8][CH:7]=[CH:6][CH:5]=2.[H-].[Li+].[H][H].[CH2:18](Br)[C:19](=[CH2:21])[CH3:20].[Li+].[I-].Cl.[CH3:26]S(C)=O. Product: [CH3:20][C:19]([CH3:18])=[CH:21][CH2:26][C:11]1[C:10](=[O:12])[C:9]2[CH:8]=[CH:7][CH:6]=[CH:5][C:4]=2[C:3](=[O:13])[C:2]=1[OH:1]. The catalyst class is: 34. (2) Reactant: [C:1]([C:3]1[CH:8]=[CH:7][C:6]([CH2:9][CH2:10][C:11]2[N:15]([CH3:16])[C:14]3[CH:17]=[CH:18][C:19]([C:21](O)=[O:22])=[CH:20][C:13]=3[N:12]=2)=[CH:5][CH:4]=1)#[N:2].[C:24]1([CH:30]=[CH:31][CH2:32][N:33]2[CH2:38][CH2:37][NH:36][CH2:35][CH2:34]2)[CH:29]=[CH:28][CH:27]=[CH:26][CH:25]=1.C([N:41](CC)CC)C.N1(OC(N(C)C)=[N+](C)C)C2C=CC=CC=2N=N1.F[B-](F)(F)F. Product: [C:24]1([CH:30]=[CH:31][CH2:32][N:33]2[CH2:34][CH2:35][N:36]([NH:41][C:21]([C:19]3[CH:18]=[CH:17][C:14]4[N:15]([CH3:16])[C:11]([CH2:10][CH2:9][C:6]5[CH:7]=[CH:8][C:3]([C:1]#[N:2])=[CH:4][CH:5]=5)=[N:12][C:13]=4[CH:20]=3)=[O:22])[CH2:37][CH2:38]2)[CH:29]=[CH:28][CH:27]=[CH:26][CH:25]=1. The catalyst class is: 42. (3) Reactant: [CH3:1][O:2][C:3]1[CH:12]=[CH:11][C:6]([C:7](OC)=[O:8])=[C:5]([N:13]2[CH2:18][CH2:17][CH:16]([CH2:19][O:20][CH2:21][O:22][CH3:23])[CH2:15][CH2:14]2)[CH:4]=1.O.[NH2:25][NH2:26]. Product: [CH3:1][O:2][C:3]1[CH:12]=[CH:11][C:6]([C:7]([NH:25][NH2:26])=[O:8])=[C:5]([N:13]2[CH2:18][CH2:17][CH:16]([CH2:19][O:20][CH2:21][O:22][CH3:23])[CH2:15][CH2:14]2)[CH:4]=1. The catalyst class is: 8. (4) Reactant: [OH-].[Na+].[CH3:3][C:4]1[CH:9]=[CH:8][C:7]([CH:10]2[CH2:19][C:18](=[O:20])[C:17]3[C:12](=[CH:13][CH:14]=[CH:15][CH:16]=3)[NH:11]2)=[CH:6][CH:5]=1.[N:21]1[CH:26]=[CH:25][C:24]([CH:27]=O)=[CH:23][CH:22]=1. Product: [C:4]1([CH3:3])[CH:5]=[CH:6][C:7]([C:10]2[NH:11][C:12]3[C:17]([C:18](=[O:20])[C:19]=2[CH2:27][C:24]2[CH:25]=[CH:26][N:21]=[CH:22][CH:23]=2)=[CH:16][CH:15]=[CH:14][CH:13]=3)=[CH:8][CH:9]=1. The catalyst class is: 8. (5) Reactant: [CH2:1]([O:3][CH:4]([O:63][CH2:64][CH3:65])[C@@H:5]([N:7]([CH2:52][C:53]1[CH:54]=[CH:55][CH:56]=[C:57]2[C:62]=1[N:61]=[CH:60][CH:59]=[CH:58]2)[C:8](=[O:51])[C@@H:9]([NH:33]C(=O)OCC1C2C=CC=CC=2C2C1=CC=CC=2)[CH2:10][C:11](=[O:32])[NH:12][C:13]([C:26]1[CH:31]=[CH:30][CH:29]=[CH:28][CH:27]=1)([C:20]1[CH:25]=[CH:24][CH:23]=[CH:22][CH:21]=1)[C:14]1[CH:19]=[CH:18][CH:17]=[CH:16][CH:15]=1)[CH3:6])[CH3:2].N1CCCCC1.CC(=O)OCC.CO. Product: [NH2:33][C@@H:9]([CH2:10][C:11]([NH:12][C:13]([C:20]1[CH:21]=[CH:22][CH:23]=[CH:24][CH:25]=1)([C:26]1[CH:31]=[CH:30][CH:29]=[CH:28][CH:27]=1)[C:14]1[CH:15]=[CH:16][CH:17]=[CH:18][CH:19]=1)=[O:32])[C:8]([N:7]([C@@H:5]([CH3:6])[CH:4]([O:3][CH2:1][CH3:2])[O:63][CH2:64][CH3:65])[CH2:52][C:53]1[CH:54]=[CH:55][CH:56]=[C:57]2[C:62]=1[N:61]=[CH:60][CH:59]=[CH:58]2)=[O:51]. The catalyst class is: 2. (6) Reactant: [CH3:1][O:2][C:3]([C:5]1[C:13]([CH3:14])=[CH:12][C:8]([C:9]([OH:11])=[O:10])=[C:7]([CH3:15])[C:6]=1[N+:16]([O-:18])=[O:17])=[O:4].Cl.CN(C)CCCN=C=NCC.[C:31](O)([CH3:34])([CH3:33])[CH3:32].C(N(CC)CC)C.C1(P(Cl)(C2C=CC=CC=2)=O)C=CC=CC=1. Product: [CH3:15][C:7]1[C:6]([N+:16]([O-:18])=[O:17])=[C:5]([C:3]([O:2][CH3:1])=[O:4])[C:13]([CH3:14])=[CH:12][C:8]=1[C:9]([O:11][C:31]([CH3:34])([CH3:33])[CH3:32])=[O:10]. The catalyst class is: 112. (7) The catalyst class is: 5. Reactant: [CH:1]1[C:2]([CH2:10][C@@H:11]([NH2:28])[CH2:12][C:13]([N:15]2[CH2:27][C:19]3=[N:20][N:21]=[C:22]([C:23]([F:26])([F:25])[F:24])[N:18]3[CH2:17][CH2:16]2)=[O:14])=[C:3]([F:9])[CH:4]=[C:5]([F:8])[C:6]=1[F:7].[C:29]([OH:42])(=[O:41])/[CH:30]=[CH:31]/[C:32]1[CH:40]=[CH:39][C:37]([OH:38])=[C:34]([O:35][CH3:36])[CH:33]=1.C(OC(C)C)(C)C. Product: [CH:1]1[C:2]([CH2:10][C@@H:11]([NH2:28])[CH2:12][C:13]([N:15]2[CH2:27][C:19]3=[N:20][N:21]=[C:22]([C:23]([F:26])([F:25])[F:24])[N:18]3[CH2:17][CH2:16]2)=[O:14])=[C:3]([F:9])[CH:4]=[C:5]([F:8])[C:6]=1[F:7].[C:29]([O-:42])(=[O:41])/[CH:30]=[CH:31]/[C:32]1[CH:40]=[CH:39][C:37]([OH:38])=[C:34]([O:35][CH3:36])[CH:33]=1. (8) Reactant: [NH2:1][C:2]1[CH:7]=[C:6]([O:8][CH3:9])[CH:5]=[CH:4][C:3]=1[CH:10]1[CH2:19][CH2:18][C:17]2[CH:16]=[C:15]([O:20][C:21](=[O:26])[C:22]([CH3:25])([CH3:24])[CH3:23])[CH:14]=[CH:13][C:12]=2[CH2:11]1.[C:27]([O:30][CH2:31][CH2:32]Br)(=[O:29])[CH3:28].C([O-])(=O)C.[Na+].C(=O)(O)[O-].[Na+]. Product: [CH2:31]([O:30][C:27]([CH2:28][NH:1][C:2]1[CH:7]=[C:6]([O:8][CH3:9])[CH:5]=[CH:4][C:3]=1[CH:10]1[CH2:19][CH2:18][C:17]2[CH:16]=[C:15]([O:20][C:21](=[O:26])[C:22]([CH3:23])([CH3:25])[CH3:24])[CH:14]=[CH:13][C:12]=2[CH2:11]1)=[O:29])[CH3:32]. The catalyst class is: 8. (9) Reactant: [CH3:1][O:2][C:3](=[O:15])[C:4]1[C:5](=[C:10]([OH:14])[CH:11]=[CH:12][CH:13]=1)[C:6]([O:8][CH3:9])=[O:7].C(=O)([O-])[O-].[K+].[K+].[Br:22][C:23]1[CH:24]=[C:25]([CH:28]=[CH:29][CH:30]=1)[CH2:26]Br. Product: [CH3:1][O:2][C:3](=[O:15])[C:4]1[C:5](=[C:10]([O:14][CH2:26][C:25]2[CH:28]=[CH:29][CH:30]=[C:23]([Br:22])[CH:24]=2)[CH:11]=[CH:12][CH:13]=1)[C:6]([O:8][CH3:9])=[O:7]. The catalyst class is: 21.